This data is from Reaction yield outcomes from USPTO patents with 853,638 reactions. The task is: Predict the reaction yield, written as a fraction of the theoretical maximum amount of product (1.0 means a 100% yield; for example, 0.34 means a 34% yield). (1) The reactants are [F:1][C:2]1[C:3]([NH:18][C:19]2[CH:24]=[CH:23][C:22]([CH2:25][CH2:26][CH2:27]I)=[CH:21][C:20]=2[F:29])=[C:4]([CH:14]=[CH:15][C:16]=1[F:17])[C:5]([NH:7][O:8][CH2:9][CH2:10][O:11]C=C)=[O:6].[CH3:30][NH:31][CH3:32].Cl.C([O-])([O-])=O.[K+].[K+].[Na+].[Cl-]. The catalyst is CC(N(C)C)=O.O.CCO. The product is [CH3:30][N:31]([CH3:32])[CH2:27][CH2:26][CH2:25][C:22]1[CH:23]=[CH:24][C:19]([NH:18][C:3]2[C:2]([F:1])=[C:16]([F:17])[CH:15]=[CH:14][C:4]=2[C:5]([NH:7][O:8][CH2:9][CH2:10][OH:11])=[O:6])=[C:20]([F:29])[CH:21]=1. The yield is 0.360. (2) The reactants are [F:1][C:2]1[CH:3]=[C:4]([CH2:11][CH2:12][OH:13])[CH:5]=[CH:6][C:7]=1[N+:8]([O-])=O. The catalyst is CCO.[Ni]. The product is [NH2:8][C:7]1[CH:6]=[CH:5][C:4]([CH2:11][CH2:12][OH:13])=[CH:3][C:2]=1[F:1]. The yield is 0.950. (3) The reactants are [F:1][C:2]1[CH:8]=[CH:7][C:5]([NH2:6])=[CH:4][CH:3]=1.[C:9](O[C:9]([O:11][C:12]([CH3:15])([CH3:14])[CH3:13])=[O:10])([O:11][C:12]([CH3:15])([CH3:14])[CH3:13])=[O:10]. The catalyst is C1COCC1. The product is [C:12]([O:11][C:9](=[O:10])[NH:6][C:5]1[CH:7]=[CH:8][C:2]([F:1])=[CH:3][CH:4]=1)([CH3:15])([CH3:14])[CH3:13]. The yield is 0.850.